From a dataset of Peptide-MHC class II binding affinity with 134,281 pairs from IEDB. Regression. Given a peptide amino acid sequence and an MHC pseudo amino acid sequence, predict their binding affinity value. This is MHC class II binding data. The peptide sequence is AVPWYAVAFNAIVAA. The MHC is HLA-DQA10101-DQB10501 with pseudo-sequence HLA-DQA10101-DQB10501. The binding affinity (normalized) is 0.354.